From a dataset of NCI-60 drug combinations with 297,098 pairs across 59 cell lines. Regression. Given two drug SMILES strings and cell line genomic features, predict the synergy score measuring deviation from expected non-interaction effect. (1) Cell line: HOP-92. Drug 1: C1=C(C(=O)NC(=O)N1)N(CCCl)CCCl. Synergy scores: CSS=30.8, Synergy_ZIP=-6.55, Synergy_Bliss=-1.69, Synergy_Loewe=-6.30, Synergy_HSA=-0.171. Drug 2: CC(C)NC(=O)C1=CC=C(C=C1)CNNC.Cl. (2) Drug 2: C1=NC2=C(N1)C(=S)N=C(N2)N. Synergy scores: CSS=62.8, Synergy_ZIP=-6.47, Synergy_Bliss=-5.20, Synergy_Loewe=-4.66, Synergy_HSA=-1.25. Cell line: ACHN. Drug 1: C1CCC(CC1)NC(=O)N(CCCl)N=O. (3) Drug 1: CS(=O)(=O)C1=CC(=C(C=C1)C(=O)NC2=CC(=C(C=C2)Cl)C3=CC=CC=N3)Cl. Drug 2: C1CCC(C(C1)N)N.C(=O)(C(=O)[O-])[O-].[Pt+4]. Cell line: UO-31. Synergy scores: CSS=55.7, Synergy_ZIP=9.50, Synergy_Bliss=13.6, Synergy_Loewe=15.9, Synergy_HSA=16.0. (4) Drug 1: C1=NC2=C(N=C(N=C2N1C3C(C(C(O3)CO)O)F)Cl)N. Drug 2: CCC1(CC2CC(C3=C(CCN(C2)C1)C4=CC=CC=C4N3)(C5=C(C=C6C(=C5)C78CCN9C7C(C=CC9)(C(C(C8N6C)(C(=O)OC)O)OC(=O)C)CC)OC)C(=O)OC)O.OS(=O)(=O)O. Cell line: RPMI-8226. Synergy scores: CSS=0.793, Synergy_ZIP=5.83, Synergy_Bliss=6.76, Synergy_Loewe=-6.76, Synergy_HSA=-3.88. (5) Drug 1: CN1CCC(CC1)COC2=C(C=C3C(=C2)N=CN=C3NC4=C(C=C(C=C4)Br)F)OC. Drug 2: CCCCCOC(=O)NC1=NC(=O)N(C=C1F)C2C(C(C(O2)C)O)O. Cell line: KM12. Synergy scores: CSS=-7.01, Synergy_ZIP=1.18, Synergy_Bliss=-2.93, Synergy_Loewe=-5.89, Synergy_HSA=-5.94. (6) Drug 1: CCN(CC)CCNC(=O)C1=C(NC(=C1C)C=C2C3=C(C=CC(=C3)F)NC2=O)C. Drug 2: CC12CCC3C(C1CCC2O)C(CC4=C3C=CC(=C4)O)CCCCCCCCCS(=O)CCCC(C(F)(F)F)(F)F. Cell line: K-562. Synergy scores: CSS=10.8, Synergy_ZIP=-3.67, Synergy_Bliss=-1.19, Synergy_Loewe=2.16, Synergy_HSA=2.16. (7) Drug 1: CC1CCC2CC(C(=CC=CC=CC(CC(C(=O)C(C(C(=CC(C(=O)CC(OC(=O)C3CCCCN3C(=O)C(=O)C1(O2)O)C(C)CC4CCC(C(C4)OC)OCCO)C)C)O)OC)C)C)C)OC. Drug 2: C1=NC2=C(N1)C(=S)N=CN2. Cell line: COLO 205. Synergy scores: CSS=25.0, Synergy_ZIP=-8.17, Synergy_Bliss=0.633, Synergy_Loewe=0.0148, Synergy_HSA=1.02. (8) Drug 1: CC1=C2C(C(=O)C3(C(CC4C(C3C(C(C2(C)C)(CC1OC(=O)C(C(C5=CC=CC=C5)NC(=O)OC(C)(C)C)O)O)OC(=O)C6=CC=CC=C6)(CO4)OC(=O)C)OC)C)OC. Drug 2: C1CCN(CC1)CCOC2=CC=C(C=C2)C(=O)C3=C(SC4=C3C=CC(=C4)O)C5=CC=C(C=C5)O. Cell line: UO-31. Synergy scores: CSS=45.4, Synergy_ZIP=6.21, Synergy_Bliss=6.42, Synergy_Loewe=1.42, Synergy_HSA=7.72.